From a dataset of Reaction yield outcomes from USPTO patents with 853,638 reactions. Predict the reaction yield, written as a fraction of the theoretical maximum amount of product (1.0 means a 100% yield; for example, 0.34 means a 34% yield). The reactants are [F:1][C:2]1[C:11]2[C:6](=[CH:7][CH:8]=[CH:9][CH:10]=2)[C:5]([C:12]([OH:14])=O)=[CH:4][CH:3]=1.C(Cl)(=O)C(Cl)=O.Cl.[OH:22][CH:23]([C:37]1[C:46]2[C:41](=[CH:42][CH:43]=[CH:44][CH:45]=2)[CH:40]=[CH:39][CH:38]=1)[CH:24]([NH2:36])[CH2:25][C:26]1[CH:31]=[CH:30][C:29]([C:32]([F:35])([F:34])[F:33])=[CH:28][CH:27]=1.C(=O)([O-])O.[Na+]. The catalyst is O1CCCC1.C(OCC)(=O)C.O.CN(C)C=O. The product is [F:1][C:2]1[C:11]2[C:6](=[CH:7][CH:8]=[CH:9][CH:10]=2)[C:5]([C:12]([NH:36][CH:24]([CH2:25][C:26]2[CH:27]=[CH:28][C:29]([C:32]([F:33])([F:34])[F:35])=[CH:30][CH:31]=2)[CH:23]([OH:22])[C:37]2[C:46]3[C:41](=[CH:42][CH:43]=[CH:44][CH:45]=3)[CH:40]=[CH:39][CH:38]=2)=[O:14])=[CH:4][CH:3]=1. The yield is 0.720.